Dataset: Reaction yield outcomes from USPTO patents with 853,638 reactions. Task: Predict the reaction yield, written as a fraction of the theoretical maximum amount of product (1.0 means a 100% yield; for example, 0.34 means a 34% yield). The reactants are I[C:2]1[CH:21]=[N:20][C:5]2[NH:6][CH2:7][CH2:8][N:9]([CH2:10][C:11]3[O:12][C:13]([C:16]([F:19])([F:18])[F:17])=[CH:14][CH:15]=3)[C:4]=2[CH:3]=1.[CH3:22][N:23]1[CH2:28][CH2:27][N:26]([C:29]2[CH:34]=[C:33](B3OC(C)(C)C(C)(C)O3)[CH:32]=[CH:31][N:30]=2)[CH2:25][CH2:24]1. No catalyst specified. The product is [CH3:22][N:23]1[CH2:24][CH2:25][N:26]([C:29]2[CH:34]=[C:33]([C:2]3[CH:21]=[N:20][C:5]4[NH:6][CH2:7][CH2:8][N:9]([CH2:10][C:11]5[O:12][C:13]([C:16]([F:19])([F:18])[F:17])=[CH:14][CH:15]=5)[C:4]=4[CH:3]=3)[CH:32]=[CH:31][N:30]=2)[CH2:27][CH2:28]1. The yield is 0.300.